Dataset: Reaction yield outcomes from USPTO patents with 853,638 reactions. Task: Predict the reaction yield, written as a fraction of the theoretical maximum amount of product (1.0 means a 100% yield; for example, 0.34 means a 34% yield). (1) The reactants are [F:1][C:2]1[CH:7]=[CH:6][C:5](I)=[CH:4][C:3]=1[N:9]1[CH:14]=[C:13]([O:15][CH3:16])[C:12](=[O:17])[C:11]([C:18]2[N:22]([C:23]3[CH:28]=[CH:27][CH:26]=[CH:25][CH:24]=3)[N:21]=[CH:20][CH:19]=2)=[N:10]1.[NH:29]1[CH:33]=[CH:32][CH:31]=[N:30]1.OC1C=CC=CC=1C=NO.C([O-])([O-])=O.[Cs+].[Cs+]. The catalyst is C(#N)C.C([O-])(O)=O.[Na+]. The product is [F:1][C:2]1[CH:7]=[CH:6][C:5]([N:29]2[CH:33]=[CH:32][CH:31]=[N:30]2)=[CH:4][C:3]=1[N:9]1[CH:14]=[C:13]([O:15][CH3:16])[C:12](=[O:17])[C:11]([C:18]2[N:22]([C:23]3[CH:28]=[CH:27][CH:26]=[CH:25][CH:24]=3)[N:21]=[CH:20][CH:19]=2)=[N:10]1. The yield is 0.0400. (2) The reactants are [Cl:1][C:2]1[CH:7]=[C:6]([CH2:8][OH:9])[C:5]([Cl:10])=[CH:4][C:3]=1[CH:11]=[CH:12][C:13]([O:15][C:16]([CH3:19])([CH3:18])[CH3:17])=[O:14]. The catalyst is C(OCC)(=O)C.[Rh]. The product is [Cl:1][C:2]1[CH:7]=[C:6]([CH2:8][OH:9])[C:5]([Cl:10])=[CH:4][C:3]=1[CH2:11][CH2:12][C:13]([O:15][C:16]([CH3:19])([CH3:18])[CH3:17])=[O:14]. The yield is 0.820. (3) The yield is 0.620. The reactants are [CH2:1]([C:3]1[N:4]([C:28]2[CH:33]=[CH:32][C:31]([OH:34])=[CH:30][CH:29]=2)[C:5](=[O:27])[C:6]([CH2:12][C:13]2[CH:18]=[CH:17][C:16]([C:19]3[C:20]([C:25]#[N:26])=[CH:21][CH:22]=[CH:23][CH:24]=3)=[CH:15][CH:14]=2)=[C:7]([CH2:9][CH2:10][CH3:11])[N:8]=1)[CH3:2].[CH:35]12[O:41][CH:40]1[CH2:39][CH2:38][CH2:37][CH2:36]2.C(=O)([O-])[O-].[Cs+].[Cs+]. The catalyst is CN(C)C(=O)C. The product is [CH2:1]([C:3]1[N:4]([C:28]2[CH:33]=[CH:32][C:31]([O:34][C@@H:39]3[CH2:38][CH2:37][CH2:36][CH2:35][C@H:40]3[OH:41])=[CH:30][CH:29]=2)[C:5](=[O:27])[C:6]([CH2:12][C:13]2[CH:18]=[CH:17][C:16]([C:19]3[C:20]([C:25]#[N:26])=[CH:21][CH:22]=[CH:23][CH:24]=3)=[CH:15][CH:14]=2)=[C:7]([CH2:9][CH2:10][CH3:11])[N:8]=1)[CH3:2]. (4) The reactants are Cl[C:2]1[C:11]([N:12]([CH:14]([CH3:16])[CH3:15])[CH3:13])=[N:10][C:9]2[C:4](=[CH:5][CH:6]=[C:7]([C:17]([O:19][CH3:20])=[O:18])[CH:8]=2)[N:3]=1.[C:21]([O:25][C:26]([N:28]1[C:36]2[C:31](=[CH:32][C:33]([O:37][CH3:38])=[CH:34][CH:35]=2)[CH:30]=[C:29]1B(O)O)=[O:27])([CH3:24])([CH3:23])[CH3:22].[O-]P([O-])([O-])=O.[K+].[K+].[K+]. The catalyst is O1CCOCC1.ClCCl.C1C=CC([P]([Pd]([P](C2C=CC=CC=2)(C2C=CC=CC=2)C2C=CC=CC=2)([P](C2C=CC=CC=2)(C2C=CC=CC=2)C2C=CC=CC=2)[P](C2C=CC=CC=2)(C2C=CC=CC=2)C2C=CC=CC=2)(C2C=CC=CC=2)C2C=CC=CC=2)=CC=1. The product is [C:21]([O:25][C:26]([N:28]1[C:36]2[C:31](=[CH:32][C:33]([O:37][CH3:38])=[CH:34][CH:35]=2)[CH:30]=[C:29]1[C:2]1[C:11]([N:12]([CH:14]([CH3:16])[CH3:15])[CH3:13])=[N:10][C:9]2[C:4](=[CH:5][CH:6]=[C:7]([C:17]([O:19][CH3:20])=[O:18])[CH:8]=2)[N:3]=1)=[O:27])([CH3:24])([CH3:23])[CH3:22]. The yield is 0.810.